This data is from NCI-60 drug combinations with 297,098 pairs across 59 cell lines. The task is: Regression. Given two drug SMILES strings and cell line genomic features, predict the synergy score measuring deviation from expected non-interaction effect. (1) Drug 1: C1=NC2=C(N1)C(=S)N=C(N2)N. Drug 2: CC1=C(N=C(N=C1N)C(CC(=O)N)NCC(C(=O)N)N)C(=O)NC(C(C2=CN=CN2)OC3C(C(C(C(O3)CO)O)O)OC4C(C(C(C(O4)CO)O)OC(=O)N)O)C(=O)NC(C)C(C(C)C(=O)NC(C(C)O)C(=O)NCCC5=NC(=CS5)C6=NC(=CS6)C(=O)NCCC[S+](C)C)O. Cell line: OVCAR3. Synergy scores: CSS=52.6, Synergy_ZIP=-4.37, Synergy_Bliss=-3.81, Synergy_Loewe=-2.14, Synergy_HSA=-1.04. (2) Drug 1: CC1=C(C=C(C=C1)NC2=NC=CC(=N2)N(C)C3=CC4=NN(C(=C4C=C3)C)C)S(=O)(=O)N.Cl. Drug 2: CC1=C2C(C(=O)C3(C(CC4C(C3C(C(C2(C)C)(CC1OC(=O)C(C(C5=CC=CC=C5)NC(=O)OC(C)(C)C)O)O)OC(=O)C6=CC=CC=C6)(CO4)OC(=O)C)OC)C)OC. Cell line: PC-3. Synergy scores: CSS=34.0, Synergy_ZIP=-2.42, Synergy_Bliss=-4.40, Synergy_Loewe=-43.5, Synergy_HSA=-3.50.